From a dataset of Cav3 T-type calcium channel HTS with 100,875 compounds. Binary Classification. Given a drug SMILES string, predict its activity (active/inactive) in a high-throughput screening assay against a specified biological target. (1) The molecule is O(C(=O)N1C(CCC1)C(=O)NCC1CCC(CC1)C(O)=O)C(C)(C)C. The result is 0 (inactive). (2) The compound is Clc1c(Cn2nc(c(NC(=O)c3c4n(nc3)c(cc(n4)c3ccc(cc3)C)C(F)F)c2C)C)cccc1. The result is 0 (inactive). (3) The compound is O=C(NC(\C(CCC)=C\CCC)c1ccc(cc1)C(OC)=O)c1ccc(cc1)C(OC)=O. The result is 0 (inactive). (4) The compound is Clc1sc(Cl)cc1c1nc(SCC=C)ncc1. The result is 0 (inactive). (5) The drug is s1n(c(=S)c2c1C(Nc1c2cc(OC)cc1)(C)C)c1cc(OC)ccc1. The result is 0 (inactive). (6) The drug is o1nc(c(C(=O)N2CCCC2)c1C)CC. The result is 0 (inactive). (7) The molecule is s1c(CNC(=O)CN2CCN(CC2)c2n(C(C)C)c3c(n2)cccc3)ccc1. The result is 0 (inactive). (8) The drug is s1c(nc(CCNC(=O)c2ccc(cc2)C)c1)c1cccnc1. The result is 0 (inactive). (9) The molecule is Clc1ccc(Cn2c3c(c(c2)C(=O)c2occc2)cccc3)cc1. The result is 0 (inactive).